Dataset: Catalyst prediction with 721,799 reactions and 888 catalyst types from USPTO. Task: Predict which catalyst facilitates the given reaction. Reactant: [F:1][C:2]1[C:3]([CH2:24][N:25](C)[C:26](=O)OC(C)(C)C)=[CH:4][N:5]([S:14]([C:17]2[CH:22]=[CH:21][CH:20]=[C:19]([F:23])[N:18]=2)(=[O:16])=[O:15])[C:6]=1[C:7]1[C:8]([F:13])=[N:9][CH:10]=[CH:11][CH:12]=1.C(OCC)(=O)C.[ClH:40]. Product: [ClH:40].[F:1][C:2]1[C:3]([CH2:24][NH:25][CH3:26])=[CH:4][N:5]([S:14]([C:17]2[CH:22]=[CH:21][CH:20]=[C:19]([F:23])[N:18]=2)(=[O:15])=[O:16])[C:6]=1[C:7]1[C:8]([F:13])=[N:9][CH:10]=[CH:11][CH:12]=1. The catalyst class is: 8.